Dataset: Experimentally validated miRNA-target interactions with 360,000+ pairs, plus equal number of negative samples. Task: Binary Classification. Given a miRNA mature sequence and a target amino acid sequence, predict their likelihood of interaction. The miRNA is hsa-miR-6839-3p with sequence UUGGGUUUUCUCUUCAAUCCAG. The protein sequence of the target gene is MSLVIPEKFQHILRVLNTNIDGRRKIAFAITAIKGVGRRYAHVVLRKADIDLTKRAGELTEDEVERVITIMQNPRQYKIPDWFLNRQKDVKDGKYSQVLANGLDNKLREDLERLKKIRAHRGLRHFWGLRVRGQHTKTTGRRGRTVGVSKKK. Result: 0 (no interaction).